The task is: Regression. Given a peptide amino acid sequence and an MHC pseudo amino acid sequence, predict their binding affinity value. This is MHC class II binding data.. This data is from Peptide-MHC class II binding affinity with 134,281 pairs from IEDB. The peptide sequence is QFKPEEITGIMKDLD. The MHC is HLA-DQA10201-DQB10202 with pseudo-sequence HLA-DQA10201-DQB10202. The binding affinity (normalized) is 0.0876.